Task: Regression. Given a peptide amino acid sequence and an MHC pseudo amino acid sequence, predict their binding affinity value. This is MHC class II binding data.. Dataset: Peptide-MHC class II binding affinity with 134,281 pairs from IEDB (1) The peptide sequence is QVLGKLLLSGAQTLQG. The binding affinity (normalized) is 0.816. The MHC is H-2-IAb with pseudo-sequence H-2-IAb. (2) The peptide sequence is STWYGKPTGAGPKDN. The MHC is DRB1_0802 with pseudo-sequence DRB1_0802. The binding affinity (normalized) is 0.375. (3) The peptide sequence is DNSFVSAISQTEVKE. The MHC is HLA-DQA10201-DQB10402 with pseudo-sequence HLA-DQA10201-DQB10402. The binding affinity (normalized) is 0.383. (4) The peptide sequence is MFFSTMKRPSREKQD. The MHC is DRB1_0301 with pseudo-sequence DRB1_0301. The binding affinity (normalized) is 0.286. (5) The peptide sequence is HTLIMIGSNASDRMG. The MHC is DRB1_0401 with pseudo-sequence DRB1_0401. The binding affinity (normalized) is 0.886. (6) The peptide sequence is TLWQRPFVTIKIGGQLKEAL. The MHC is DRB5_0101 with pseudo-sequence DRB5_0101. The binding affinity (normalized) is 0.405.